This data is from Peptide-MHC class II binding affinity with 134,281 pairs from IEDB. The task is: Regression. Given a peptide amino acid sequence and an MHC pseudo amino acid sequence, predict their binding affinity value. This is MHC class II binding data. The peptide sequence is LTPVTMAEVRLAAMFKK. The MHC is HLA-DQA10103-DQB10603 with pseudo-sequence HLA-DQA10103-DQB10603. The binding affinity (normalized) is 0.523.